From a dataset of Full USPTO retrosynthesis dataset with 1.9M reactions from patents (1976-2016). Predict the reactants needed to synthesize the given product. (1) Given the product [N+:1]([C:4]1[CH:13]=[CH:12][CH:11]=[C:10]2[C:5]=1[C:6](=[O:19])[N:7]([CH2:15][CH:16]1[CH2:18][CH2:17]1)[C:8](=[O:14])[N:9]2[CH3:20])([O-:3])=[O:2], predict the reactants needed to synthesize it. The reactants are: [N+:1]([C:4]1[CH:13]=[CH:12][CH:11]=[C:10]2[C:5]=1[C:6](=[O:19])[N:7]([CH2:15][CH:16]1[CH2:18][CH2:17]1)[C:8](=[O:14])[NH:9]2)([O-:3])=[O:2].[C:20]([O-])([O-])=O.[K+].[K+].CI. (2) Given the product [O:44]=[S:41]1(=[O:45])[CH2:42][CH2:43][N:38]([C:26]([N:12]2[CH2:13][CH:14]([C:16]3[CH:17]=[CH:18][C:19]([C:22]([F:25])([F:23])[F:24])=[CH:20][CH:21]=3)[CH2:15][CH:10]([NH:9][C:7]([C:1]3[CH:6]=[CH:5][CH:4]=[CH:3][CH:2]=3)=[O:8])[CH2:11]2)=[O:27])[CH2:39][CH2:40]1, predict the reactants needed to synthesize it. The reactants are: [C:1]1([C:7]([NH:9][CH:10]2[CH2:15][CH:14]([C:16]3[CH:21]=[CH:20][C:19]([C:22]([F:25])([F:24])[F:23])=[CH:18][CH:17]=3)[CH2:13][N:12]([C:26](OC3C=CC([N+]([O-])=O)=CC=3)=[O:27])[CH2:11]2)=[O:8])[CH:6]=[CH:5][CH:4]=[CH:3][CH:2]=1.[NH:38]1[CH2:43][CH2:42][S:41](=[O:45])(=[O:44])[CH2:40][CH2:39]1.C(=O)([O-])[O-].[K+].[K+]. (3) Given the product [Cl:8][C:18]1[CH2:19][CH2:20][C:15]2([CH2:14][CH2:13][CH2:12][CH2:11]2)[CH2:16][C:17]=1[CH:3]=[O:4], predict the reactants needed to synthesize it. The reactants are: CN(C)[CH:3]=[O:4].O=P(Cl)(Cl)[Cl:8].[CH2:11]1[C:15]2([CH2:20][CH2:19][C:18](=O)[CH2:17][CH2:16]2)[CH2:14][CH2:13][CH2:12]1. (4) Given the product [CH3:13][O:12][C:10]([C:8]1[S:9][C:5]([C:4]#[C:3][CH2:2][NH:23][C@H:24]([CH2:32][CH2:33][C:34]([O:36][C:37]([CH3:40])([CH3:39])[CH3:38])=[O:35])[C:25]([O:27][C:28]([CH3:31])([CH3:30])[CH3:29])=[O:26])=[CH:6][CH:7]=1)=[O:11], predict the reactants needed to synthesize it. The reactants are: Br[CH2:2][C:3]#[C:4][C:5]1[S:9][C:8]([C:10]([O:12][CH3:13])=[O:11])=[CH:7][CH:6]=1.COC(=O)CC1C=CC(C[NH:23][C@H:24]([CH2:32][CH2:33][C:34]([O:36][C:37]([CH3:40])([CH3:39])[CH3:38])=[O:35])[C:25]([O:27][C:28]([CH3:31])([CH3:30])[CH3:29])=[O:26])=CC=1. (5) The reactants are: [F:1][C:2]([F:11])([F:10])[C:3]1[N:8]=[C:7]([NH2:9])[CH:6]=[CH:5][CH:4]=1.Br[CH2:13][C:14]1[CH:23]=[CH:22][C:17]([C:18]([O:20][CH3:21])=[O:19])=[CH:16][CH:15]=1.CCN(C(C)C)C(C)C.O. Given the product [F:11][C:2]([F:1])([F:10])[C:3]1[N:8]=[C:7]([NH:9][CH2:13][C:14]2[CH:23]=[CH:22][C:17]([C:18]([O:20][CH3:21])=[O:19])=[CH:16][CH:15]=2)[CH:6]=[CH:5][CH:4]=1, predict the reactants needed to synthesize it. (6) The reactants are: CC([S@@]([NH:7][C@H:8]([C:10]1[CH:24]=[CH:23][C:13]2[N:14]([CH:17]3[CH2:22][CH2:21][CH2:20][CH2:19][O:18]3)[CH:15]=[N:16][C:12]=2[CH:11]=1)[CH3:9])=O)(C)C.[ClH:25].CCOC(C)=O. Given the product [ClH:25].[O:18]1[CH2:19][CH2:20][CH2:21][CH2:22][CH:17]1[N:14]1[C:13]2[CH:23]=[CH:24][C:10]([C@@H:8]([NH2:7])[CH3:9])=[CH:11][C:12]=2[N:16]=[CH:15]1, predict the reactants needed to synthesize it. (7) Given the product [Cl:16][C:17]1[CH:22]=[C:21]([Cl:23])[C:20]([S:24][CH2:25][C:26]([F:27])([F:28])[F:29])=[CH:14][C:13]=1[OH:12], predict the reactants needed to synthesize it. The reactants are: C1(C)C=CC=CC=1.C[N+]1([O-])[CH2:14][CH2:13][O:12]CC1.[Cl:16][C:17]1[CH:22]=[C:21]([Cl:23])[C:20]([S:24][CH2:25][C:26]([F:29])([F:28])[F:27])=CC=1B(O)O.Cl. (8) Given the product [Br:14][C:9]1[CH:10]=[C:11]2[C:6](=[CH:7][CH:8]=1)[C:5](=[O:15])[N:4]([CH2:1][CH:2]=[O:17])[CH2:13][CH2:12]2, predict the reactants needed to synthesize it. The reactants are: [CH2:1]([N:4]1[CH2:13][CH2:12][C:11]2[C:6](=[CH:7][CH:8]=[C:9]([Br:14])[CH:10]=2)[C:5]1=[O:15])[CH:2]=C.I([O-])(=O)(=O)=[O:17].[Na+].